From a dataset of Full USPTO retrosynthesis dataset with 1.9M reactions from patents (1976-2016). Predict the reactants needed to synthesize the given product. (1) The reactants are: [NH2:1][C:2]1[CH:7]=[CH:6][C:5]([C:8]2[C:16]3[C:11](=[N:12][CH:13]=[CH:14][CH:15]=3)[NH:10][C:9]=2[C:17]([NH2:19])=[O:18])=[CH:4][CH:3]=1.[CH3:20][O:21][C:22]1[CH:23]=[C:24]([N:28]=[C:29]=[O:30])[CH:25]=[CH:26][CH:27]=1. Given the product [CH3:20][O:21][C:22]1[CH:23]=[C:24]([NH:28][C:29](=[O:30])[NH:1][C:2]2[CH:3]=[CH:4][C:5]([C:8]3[C:16]4[C:11](=[N:12][CH:13]=[CH:14][CH:15]=4)[NH:10][C:9]=3[C:17]([NH2:19])=[O:18])=[CH:6][CH:7]=2)[CH:25]=[CH:26][CH:27]=1, predict the reactants needed to synthesize it. (2) Given the product [NH:5]1[C:4]2[CH:6]=[CH:7][CH:8]=[CH:9][C:3]=2[CH2:2][CH2:13][NH:12][C:10]1=[O:11], predict the reactants needed to synthesize it. The reactants are: N[CH2:2][C:3]1[CH:9]=[CH:8][CH:7]=[CH:6][C:4]=1[NH2:5].[C:10](N1C=CN=C1)([N:12]1C=CN=[CH:13]1)=[O:11]. (3) The reactants are: [I:1][C:2]1[CH:3]=[C:4]2[CH:10]=[CH:9][NH:8][C:5]2=[N:6][CH:7]=1.[Cl-].[Al+3].[Cl-].[Cl-].[F:15][C:16]1[C:24]([N+:25]([O-:27])=[O:26])=[CH:23][CH:22]=[C:21]([F:28])[C:17]=1[C:18](Cl)=[O:19]. Given the product [F:15][C:16]1[C:24]([N+:25]([O-:27])=[O:26])=[CH:23][CH:22]=[C:21]([F:28])[C:17]=1[C:18]([C:10]1[C:4]2[C:5](=[N:6][CH:7]=[C:2]([I:1])[CH:3]=2)[NH:8][CH:9]=1)=[O:19], predict the reactants needed to synthesize it. (4) Given the product [Br:1][C:2]1[CH:3]=[C:4]2[C:12](=[CH:13][CH:14]=1)[NH:11][C:10]1[CH:9]([NH:19][C:18]3[CH:20]=[CH:21][CH:22]=[CH:23][C:17]=3[Cl:16])[CH2:8][CH2:7][CH2:6][C:5]2=1, predict the reactants needed to synthesize it. The reactants are: [Br:1][C:2]1[CH:3]=[C:4]2[C:12](=[CH:13][CH:14]=1)[NH:11][C:10]1[C:9](=O)[CH2:8][CH2:7][CH2:6][C:5]2=1.[Cl:16][C:17]1[CH:23]=[CH:22][CH:21]=[CH:20][C:18]=1[NH2:19]. (5) Given the product [C:18]([O:22][C:23](=[O:32])[NH:24][CH2:25][CH:26]1[CH2:27][CH2:28][N:29]([C:2]2[C:7]([C:8]#[C:9][C:10]3[CH:11]=[N:12][C:13]([NH2:16])=[CH:14][CH:15]=3)=[C:6]([CH3:17])[N:5]=[CH:4][N:3]=2)[CH2:30][CH2:31]1)([CH3:21])([CH3:19])[CH3:20], predict the reactants needed to synthesize it. The reactants are: Cl[C:2]1[C:7]([C:8]#[C:9][C:10]2[CH:11]=[N:12][C:13]([NH2:16])=[CH:14][CH:15]=2)=[C:6]([CH3:17])[N:5]=[CH:4][N:3]=1.[C:18]([O:22][C:23](=[O:32])[NH:24][CH2:25][CH:26]1[CH2:31][CH2:30][NH:29][CH2:28][CH2:27]1)([CH3:21])([CH3:20])[CH3:19].CCN(C(C)C)C(C)C. (6) Given the product [Cl:1][C:2]1[CH:6]=[C:5]([I:30])[S:4][C:3]=1[C:7]1[N:11]2[N:12]=[C:13]([CH3:21])[CH:14]=[C:15]([CH:16]([CH2:17][CH3:18])[CH2:19][CH3:20])[C:10]2=[N:9][C:8]=1[CH3:22], predict the reactants needed to synthesize it. The reactants are: [Cl:1][C:2]1[CH:6]=[CH:5][S:4][C:3]=1[C:7]1[N:11]2[N:12]=[C:13]([CH3:21])[CH:14]=[C:15]([CH:16]([CH2:19][CH3:20])[CH2:17][CH3:18])[C:10]2=[N:9][C:8]=1[CH3:22].C1C(=O)N([I:30])C(=O)C1.